Predict the product of the given reaction. From a dataset of Forward reaction prediction with 1.9M reactions from USPTO patents (1976-2016). Given the reactants [Si:1]([O:8][CH2:9][CH2:10][O:11][C:12]1[CH:17]=[CH:16][C:15]([NH:18][C:19]2[N:24]=[C:23]([NH:25][C:26]3[CH:27]=[C:28]([NH:32][C:33](=[O:38])[CH:34]([OH:37])[CH2:35][OH:36])[CH:29]=[CH:30][CH:31]=3)[C:22]([F:39])=[CH:21][N:20]=2)=[CH:14][CH:13]=1)([C:4]([CH3:7])([CH3:6])[CH3:5])([CH3:3])[CH3:2].[CH3:40][S:41](Cl)(=[O:43])=[O:42].C(Cl)(Cl)Cl.CO.C([O-])(O)=O.[Na+], predict the reaction product. The product is: [CH3:40][S:41]([O:36][CH2:35][CH:34]([OH:37])[C:33]([NH:32][C:28]1[CH:29]=[CH:30][CH:31]=[C:26]([NH:25][C:23]2[C:22]([F:39])=[CH:21][N:20]=[C:19]([NH:18][C:15]3[CH:14]=[CH:13][C:12]([O:11][CH2:10][CH2:9][O:8][Si:1]([C:4]([CH3:7])([CH3:5])[CH3:6])([CH3:3])[CH3:2])=[CH:17][CH:16]=3)[N:24]=2)[CH:27]=1)=[O:38])(=[O:43])=[O:42].